This data is from Full USPTO retrosynthesis dataset with 1.9M reactions from patents (1976-2016). The task is: Predict the reactants needed to synthesize the given product. (1) The reactants are: [NH2:1][CH2:2][CH2:3][CH2:4][CH2:5][CH2:6][CH2:7][O:8][C:9]1[CH:19]=[CH:18][C:12]2[N:13]=[C:14]([C:16]#[N:17])[S:15][C:11]=2[C:10]=1[N+:20]([O-:22])=[O:21].[CH3:23][N:24]([C:26]1[CH:31]=[CH:30][C:29]2[C:32]([C:43]3[CH:48]=[C:47]([C:49](ON4C(=O)CCC4=O)=[O:50])[CH:46]=[CH:45][C:44]=3[C:59]([O-:61])=[O:60])=[C:33]3[C:41]([O:42][C:28]=2[CH:27]=1)=[CH:40][C:36](=[N+:37]([CH3:39])[CH3:38])[CH:35]=[CH:34]3)[CH3:25]. Given the product [C:16]([C:14]1[S:15][C:11]2[C:10]([N+:20]([O-:22])=[O:21])=[C:9]([O:8][CH2:7][CH2:6][CH2:5][CH2:4][CH2:3][CH2:2][NH:1][C:49]([C:47]3[CH:46]=[CH:45][C:44]([C:59]([O-:61])=[O:60])=[C:43]([C:32]4[C:33]5[CH:34]=[CH:35][C:36]([N:37]([CH3:38])[CH3:39])=[CH:40][C:41]=5[O:42][C:28]5[C:29]=4[CH:30]=[CH:31][C:26](=[N+:24]([CH3:25])[CH3:23])[CH:27]=5)[CH:48]=3)=[O:50])[CH:19]=[CH:18][C:12]=2[N:13]=1)#[N:17], predict the reactants needed to synthesize it. (2) Given the product [F:6][C:7]1[CH:8]=[C:9]([CH:10]=[CH:11][C:12]=1[O:13][CH2:14][C:15]1[CH:20]=[CH:19][C:18]([F:21])=[CH:17][N:16]=1)[CH2:22][C:23]1[CH:28]=[C:27]([C:29]2[C:30]([NH2:36])=[N:31][C:32]([NH2:35])=[CH:33][CH:34]=2)[O:25][N:24]=1, predict the reactants needed to synthesize it. The reactants are: O1CCCC1.[F:6][C:7]1[CH:8]=[C:9]([CH2:22][C:23](Cl)=[N:24][OH:25])[CH:10]=[CH:11][C:12]=1[O:13][CH2:14][C:15]1[CH:20]=[CH:19][C:18]([F:21])=[CH:17][N:16]=1.[C:27]([C:29]1[C:30]([NH2:36])=[N:31][C:32]([NH2:35])=[CH:33][CH:34]=1)#[CH:28].C(N(CC)CC)C. (3) The reactants are: [Br-].[CH2:2]([N+:9]1[CH:14]=[CH:13][C:12]([CH3:15])=[C:11]([NH:16][C:17]([O:19][C:20]([CH3:23])([CH3:22])[CH3:21])=[O:18])[CH:10]=1)[C:3]1[CH:8]=[CH:7][CH:6]=[CH:5][CH:4]=1. Given the product [CH2:2]([N:9]1[CH2:14][CH2:13][CH:12]([CH3:15])[CH:11]([NH:16][C:17]([O:19][C:20]([CH3:21])([CH3:23])[CH3:22])=[O:18])[CH2:10]1)[C:3]1[CH:4]=[CH:5][CH:6]=[CH:7][CH:8]=1, predict the reactants needed to synthesize it. (4) Given the product [OH:4][C:5]1[CH:6]=[CH:7][C:8]([C:9]([NH:11][CH2:12][C@H:13]2[CH2:18][CH2:17][C@@H:16]([O:19][C:20]3[CH:21]=[CH:22][C:23]([O:26][CH3:27])=[CH:24][CH:25]=3)[CH2:15][CH2:14]2)=[O:10])=[CH:28][CH:29]=1, predict the reactants needed to synthesize it. The reactants are: COC[O:4][C:5]1[CH:29]=[CH:28][C:8]([C:9]([NH:11][CH2:12][C@H:13]2[CH2:18][CH2:17][C@@H:16]([O:19][C:20]3[CH:25]=[CH:24][C:23]([O:26][CH3:27])=[CH:22][CH:21]=3)[CH2:15][CH2:14]2)=[O:10])=[CH:7][CH:6]=1.Cl.CO.